From a dataset of Forward reaction prediction with 1.9M reactions from USPTO patents (1976-2016). Predict the product of the given reaction. (1) Given the reactants [C:1]([O:9][CH2:10][CH3:11])(=[O:8])[CH2:2][C:3]([O:5][CH2:6][CH3:7])=[O:4].[Cl-].[Mg+2].[Cl-].[C:15](Cl)(=[O:18])[CH2:16][CH3:17].Cl, predict the reaction product. The product is: [C:15]([CH:2]([C:3]([O:5][CH2:6][CH3:7])=[O:4])[C:1]([O:9][CH2:10][CH3:11])=[O:8])(=[O:18])[CH2:16][CH3:17]. (2) Given the reactants C(OC([NH:8][N:9]([C:22]([C:24]1[C:33](=[O:34])[C:32]2[C:27](=[CH:28][C:29]([Cl:35])=[CH:30][CH:31]=2)[NH:26][C:25]=1[C:36](N1CCCC1)=[O:37])=[O:23])[CH2:10][C:11]1[CH:16]=[CH:15][C:14]([C:17]2[O:18][CH:19]=[N:20][N:21]=2)=[CH:13][CH:12]=1)=O)(C)(C)C.CS(O)(=O)=O, predict the reaction product. The product is: [Cl:35][C:29]1[CH:30]=[CH:31][C:32]2[C:33](=[O:34])[C:24]3[C:22](=[O:23])[N:9]([CH2:10][C:11]4[CH:16]=[CH:15][C:14]([C:17]5[O:18][CH:19]=[N:20][N:21]=5)=[CH:13][CH:12]=4)[N:8]=[C:36]([OH:37])[C:25]=3[NH:26][C:27]=2[CH:28]=1. (3) The product is: [CH3:29][NH:1][C:4]1[CH:26]=[CH:25][C:7]([O:8][CH2:9][CH2:10][C:11]2[N:16]=[C:15]([NH:17][C:18](=[O:24])[O:19][C:20]([CH3:23])([CH3:22])[CH3:21])[CH:14]=[CH:13][CH:12]=2)=[CH:6][CH:5]=1. Given the reactants [N+:1]([C:4]1[CH:26]=[CH:25][C:7]([O:8][CH2:9][CH2:10][C:11]2[N:16]=[C:15]([NH:17][C:18](=[O:24])[O:19][C:20]([CH3:23])([CH3:22])[CH3:21])[CH:14]=[CH:13][CH:12]=2)=[CH:6][CH:5]=1)([O-])=O.[H][H].[CH3:29]O, predict the reaction product. (4) Given the reactants [Cl:1][C:2]1[CH:3]=[C:4]([CH:8]2[C:12]([C:15]3[CH:20]=[CH:19][C:18]([Cl:21])=[CH:17][CH:16]=3)([C:13]#[N:14])[CH:11]([CH2:22][C:23]([CH3:26])([CH3:25])[CH3:24])[NH:10][CH:9]2[C:27](O)=[O:28])[CH:5]=[CH:6][CH:7]=1.[CH3:30][C:31]1([CH3:43])[O:35][CH:34]([CH2:36][N:37]2[CH:41]=[CH:40][C:39]([NH2:42])=[N:38]2)[CH2:33][O:32]1.CN(C(ON1N=NC2C=CC=NC1=2)=[N+](C)C)C.F[P-](F)(F)(F)(F)F.CCN(C(C)C)C(C)C, predict the reaction product. The product is: [CH3:30][C:31]1([CH3:43])[O:35][C@H:34]([CH2:36][N:37]2[CH:41]=[CH:40][C:39]([NH:42][C:27]([CH:9]3[CH:8]([C:4]4[CH:5]=[CH:6][CH:7]=[C:2]([Cl:1])[CH:3]=4)[C:12]([C:15]4[CH:16]=[CH:17][C:18]([Cl:21])=[CH:19][CH:20]=4)([C:13]#[N:14])[CH:11]([CH2:22][C:23]([CH3:26])([CH3:25])[CH3:24])[NH:10]3)=[O:28])=[N:38]2)[CH2:33][O:32]1. (5) Given the reactants [CH3:1][C:2]1[C:6]([C:7]2[CH:8]=[C:9]([NH2:15])[CH:10]=[CH:11][C:12]=2[O:13][CH3:14])=[C:5]([CH3:16])[O:4][N:3]=1.C(O[CH:20]=[C:21]([C:27]([O:29][CH2:30][CH3:31])=[O:28])[C:22]([O:24][CH2:25][CH3:26])=[O:23])C, predict the reaction product. The product is: [CH3:1][C:2]1[C:6]([C:7]2[CH:8]=[C:9]([NH:15][CH:20]=[C:21]([C:22]([O:24][CH2:25][CH3:26])=[O:23])[C:27]([O:29][CH2:30][CH3:31])=[O:28])[CH:10]=[CH:11][C:12]=2[O:13][CH3:14])=[C:5]([CH3:16])[O:4][N:3]=1. (6) Given the reactants [Cl:1][C:2]1[CH:3]=[CH:4][C:5]([O:18][CH2:19][CH:20]([CH3:22])[CH3:21])=[C:6]([CH2:8][N:9]2[C:13]([CH3:14])=[CH:12][C:11]([C:15]([OH:17])=O)=[N:10]2)[CH:7]=1.[NH2:23][C:24]1[CH:33]=[CH:32][C:27]([C:28]([O:30][CH3:31])=[O:29])=[C:26]([O:34][CH3:35])[CH:25]=1.Cl.CN(C)CCCN=C=NCC.O.ON1C2C=CC=CC=2N=N1, predict the reaction product. The product is: [Cl:1][C:2]1[CH:3]=[CH:4][C:5]([O:18][CH2:19][CH:20]([CH3:22])[CH3:21])=[C:6]([CH2:8][N:9]2[C:13]([CH3:14])=[CH:12][C:11]([C:15]([NH:23][C:24]3[CH:33]=[CH:32][C:27]([C:28]([O:30][CH3:31])=[O:29])=[C:26]([O:34][CH3:35])[CH:25]=3)=[O:17])=[N:10]2)[CH:7]=1. (7) Given the reactants [CH2:1]([NH:8][CH2:9][C:10]1[C:19]([Br:20])=[CH:18][C:17]2[C:12](=[CH:13][CH:14]=[CH:15][CH:16]=2)[N:11]=1)[C:2]1[CH:7]=[CH:6][CH:5]=[CH:4][CH:3]=1.[C:21](O[C:21]([O:23][C:24]([CH3:27])([CH3:26])[CH3:25])=[O:22])([O:23][C:24]([CH3:27])([CH3:26])[CH3:25])=[O:22], predict the reaction product. The product is: [C:24]([O:23][C:21](=[O:22])[N:8]([CH2:1][C:2]1[CH:3]=[CH:4][CH:5]=[CH:6][CH:7]=1)[CH2:9][C:10]1[C:19]([Br:20])=[CH:18][C:17]2[C:12](=[CH:13][CH:14]=[CH:15][CH:16]=2)[N:11]=1)([CH3:27])([CH3:26])[CH3:25].